Predict the product of the given reaction. From a dataset of Forward reaction prediction with 1.9M reactions from USPTO patents (1976-2016). Given the reactants [O:1]=[C:2]1[CH2:7][CH2:6][N:5]([C:8]([O:10][CH2:11][C:12]2[CH:17]=[CH:16][CH:15]=[CH:14][CH:13]=2)=[O:9])[CH2:4][CH2:3]1.C[Li].[CH2:20](OCC)C.N1(C([O-])=O)CCC(=O)CC1.[Cl-].[NH4+], predict the reaction product. The product is: [OH:1][C:2]1([CH3:20])[CH2:3][CH2:4][N:5]([C:8]([O:10][CH2:11][C:12]2[CH:17]=[CH:16][CH:15]=[CH:14][CH:13]=2)=[O:9])[CH2:6][CH2:7]1.